From a dataset of NCI-60 drug combinations with 297,098 pairs across 59 cell lines. Regression. Given two drug SMILES strings and cell line genomic features, predict the synergy score measuring deviation from expected non-interaction effect. Drug 1: CCC1(CC2CC(C3=C(CCN(C2)C1)C4=CC=CC=C4N3)(C5=C(C=C6C(=C5)C78CCN9C7C(C=CC9)(C(C(C8N6C=O)(C(=O)OC)O)OC(=O)C)CC)OC)C(=O)OC)O.OS(=O)(=O)O. Drug 2: CC1CCC2CC(C(=CC=CC=CC(CC(C(=O)C(C(C(=CC(C(=O)CC(OC(=O)C3CCCCN3C(=O)C(=O)C1(O2)O)C(C)CC4CCC(C(C4)OC)OCCO)C)C)O)OC)C)C)C)OC. Cell line: SNB-75. Synergy scores: CSS=1.58, Synergy_ZIP=-3.13, Synergy_Bliss=0.185, Synergy_Loewe=-1.36, Synergy_HSA=0.153.